Dataset: Reaction yield outcomes from USPTO patents with 853,638 reactions. Task: Predict the reaction yield, written as a fraction of the theoretical maximum amount of product (1.0 means a 100% yield; for example, 0.34 means a 34% yield). (1) The reactants are [CH3:1][N:2]1[CH:7]=[C:6]([C:8]([OH:10])=[O:9])[C:5]([C:11]([O:13][CH3:14])=[O:12])=[C:4](Cl)[C:3]1=[O:16].[N:17]1[CH:22]=[CH:21][C:20](B(O)O)=[CH:19][CH:18]=1.[C:26]([O-])([O-])=O.[Cs+].[Cs+]. The catalyst is COCCOC.O.C1C=CC(P(C2C=CC=CC=2)[C-]2C=CC=C2)=CC=1.C1C=CC(P(C2C=CC=CC=2)[C-]2C=CC=C2)=CC=1.Cl[Pd]Cl.[Fe+2]. The product is [N:17]1[CH:22]=[CH:21][C:20]([C:4]2[C:3](=[O:16])[N:2]([CH3:1])[CH:7]=[C:6]([C:8]([O:10][CH3:26])=[O:9])[C:5]=2[C:11]([O:13][CH3:14])=[O:12])=[CH:19][CH:18]=1. The yield is 0.400. (2) The reactants are [Cl:1][C:2]1[CH:36]=[CH:35][C:5]([CH2:6][N:7]2[C:15]3[C:14](=[O:16])[N:13]([CH2:17][CH2:18][CH2:19][O:20]C4CCCCO4)[C:12](=[O:27])[N:11]([CH3:28])[C:10]=3[N:9]=[C:8]2[CH2:29][CH2:30][CH2:31][O:32]CC)=[CH:4][CH:3]=1.C(Cl)(=O)C.CN1CCC(=C2C3C(=CC=CC=3)C=CC3C2=CC=CC=3)CC1. The catalyst is C(O)C. The product is [Cl:1][C:2]1[CH:3]=[CH:4][C:5]([CH2:6][N:7]2[C:15]3[C:14](=[O:16])[N:13]([CH2:17][CH2:18][CH2:19][OH:20])[C:12](=[O:27])[N:11]([CH3:28])[C:10]=3[N:9]=[C:8]2[CH2:29][CH2:30][CH2:31][OH:32])=[CH:35][CH:36]=1. The yield is 0.606.